This data is from Peptide-MHC class I binding affinity with 185,985 pairs from IEDB/IMGT. The task is: Regression. Given a peptide amino acid sequence and an MHC pseudo amino acid sequence, predict their binding affinity value. This is MHC class I binding data. The MHC is H-2-Kb with pseudo-sequence H-2-Kb. The binding affinity (normalized) is 0.00417. The peptide sequence is RWVRFGTMDA.